From a dataset of Experimentally validated miRNA-target interactions with 360,000+ pairs, plus equal number of negative samples. Binary Classification. Given a miRNA mature sequence and a target amino acid sequence, predict their likelihood of interaction. (1) The miRNA is hsa-miR-519a-3p with sequence AAAGUGCAUCCUUUUAGAGUGU. The protein sequence of the target gene is MPVQLTTALRVVGTSLFALAVLGGILAAYVTGYQFIHTEKHYLSFGLYGAILGLHLLIQSLFAFLEHRRMRRAGQALKLPSPRRGSVALCIAAYQEDPDYLRKCLRSAQRISFPDLKVVMVVDGNRQEDAYMLDIFHEVLGGTEQAGFFVWRSNFHEAGEGETEASLQEGMDRVRDVVRASTFSCIMQKWGGKREVMYTAFKALGDSVDYIQVCDSDTVLDPACTIEMLRVLEEDPQVGGVGGDVQILNKYDSWISFLSSVRYWMAFNVERACQSYFGCVQCISGPLGMYRNSLLQQFLE.... Result: 1 (interaction). (2) The miRNA is hsa-miR-4794 with sequence UCUGGCUAUCUCACGAGACUGU. The protein sequence of the target gene is MADEGKSYSEHDDERVNFPQRKKKGRGPFRWKYGEGNRRSGRGGSGIRSSRLEEDDGDVAMSDAQDGPRVRYNPYTTRPNRRGDTWHDRDRIHVTVRRDRAPPERGGAGTSQDGTSKNWFKITIPYGRKYDKAWLLSMIQSKCSVPFTPIEFHYENTRAQFFVEDASTASALKAVNYKILDRENRRISIIINSSAPPHTILNELKPEQVEQLKLIMSKRYDGSQQALDLKGLRSDPDLVAQNIDVVLNRRSCMAATLRIIEENIPELLSLNLSNNRLYRLDDMSSIVQKAPNLKILNLSG.... Result: 0 (no interaction). (3) The miRNA is hsa-miR-4753-5p with sequence CAAGGCCAAAGGAAGAGAACAG. The protein sequence of the target gene is MWAPPAAIMGDGPTKKVGNQAPLQTQALQTASLRDGPAKRAVWVRHTSSEPQEPTESKAAKERPKQEVTKAVVVDLGTGYCKCGFAGLPRPTHKISTTVGKPYMETAKTGDNRKETFVGQELNNTNVHLKLVNPLRHGIIVDWDTVQDIWEYLFRQEMKIAPEEHAVLVSDPPLSPHTNREKYAEMLFEAFNTPAMHIAYQSRLSMYSYGRTSGLVVEVGHGVSYVVPIYEGYPLPSITGRLDYAGSDLTAYLLGLLNSAGNEFTQDQMGIVEDIKKKCCFVALDPIEEKKVPLSEHTIR.... Result: 0 (no interaction).